From a dataset of Peptide-MHC class II binding affinity with 134,281 pairs from IEDB. Regression. Given a peptide amino acid sequence and an MHC pseudo amino acid sequence, predict their binding affinity value. This is MHC class II binding data. (1) The peptide sequence is PGLVRPSQTLSLTCT. The MHC is DRB1_0401 with pseudo-sequence DRB1_0401. The binding affinity (normalized) is 0.260. (2) The peptide sequence is LEAWLTEHGCNRLKR. The MHC is DRB1_0404 with pseudo-sequence DRB1_0404. The binding affinity (normalized) is 0.616. (3) The peptide sequence is ARMWIQAATTMASYQ. The MHC is HLA-DQA10301-DQB10302 with pseudo-sequence HLA-DQA10301-DQB10302. The binding affinity (normalized) is 0.357.